Dataset: NCI-60 drug combinations with 297,098 pairs across 59 cell lines. Task: Regression. Given two drug SMILES strings and cell line genomic features, predict the synergy score measuring deviation from expected non-interaction effect. (1) Drug 1: C1=NC(=NC(=O)N1C2C(C(C(O2)CO)O)O)N. Drug 2: CC1CCC2CC(C(=CC=CC=CC(CC(C(=O)C(C(C(=CC(C(=O)CC(OC(=O)C3CCCCN3C(=O)C(=O)C1(O2)O)C(C)CC4CCC(C(C4)OC)OCCO)C)C)O)OC)C)C)C)OC. Cell line: UACC62. Synergy scores: CSS=21.4, Synergy_ZIP=-9.11, Synergy_Bliss=0.208, Synergy_Loewe=-1.54, Synergy_HSA=0.141. (2) Drug 1: CC1=C(C(CCC1)(C)C)C=CC(=CC=CC(=CC(=O)O)C)C. Drug 2: CCN(CC)CCNC(=O)C1=C(NC(=C1C)C=C2C3=C(C=CC(=C3)F)NC2=O)C. Cell line: SK-OV-3. Synergy scores: CSS=5.72, Synergy_ZIP=-0.842, Synergy_Bliss=5.15, Synergy_Loewe=2.20, Synergy_HSA=2.93. (3) Drug 1: C1=CN(C=N1)CC(O)(P(=O)(O)O)P(=O)(O)O. Drug 2: CC1CCCC2(C(O2)CC(NC(=O)CC(C(C(=O)C(C1O)C)(C)C)O)C(=CC3=CSC(=N3)C)C)C. Cell line: BT-549. Synergy scores: CSS=41.1, Synergy_ZIP=-0.435, Synergy_Bliss=-2.57, Synergy_Loewe=-24.9, Synergy_HSA=-1.00.